Dataset: Forward reaction prediction with 1.9M reactions from USPTO patents (1976-2016). Task: Predict the product of the given reaction. (1) The product is: [Br:1][C:18]1[CH:19]=[C:20]([C:21]([O:23][CH3:24])=[O:22])[C:15]([O:14][CH2:12][CH3:13])=[CH:16][C:17]=1[C:25]1[CH:26]=[CH:27][C:28]([F:31])=[CH:29][CH:30]=1. Given the reactants [Br:1]N1C(=O)NC(=O)N(Br)C1=O.[CH2:12]([O:14][C:15]1[CH:16]=[C:17]([C:25]2[CH:30]=[CH:29][C:28]([F:31])=[CH:27][CH:26]=2)[CH:18]=[CH:19][C:20]=1[C:21]([O:23][CH3:24])=[O:22])[CH3:13].CN(C=O)C, predict the reaction product. (2) Given the reactants [Cl:1][C:2]1[N:3]=[C:4]2[CH:9]=[CH:8][C:7]([F:10])=[CH:6][N:5]2[C:11]=1I.[CH3:13]B(O)O.C(=O)([O-])[O-].[Cs+].[Cs+].C1(P(C2C=CC=CC=2)C2C=CC=CC=2)C=CC=CC=1, predict the reaction product. The product is: [Cl:1][C:2]1[N:3]=[C:4]2[CH:9]=[CH:8][C:7]([F:10])=[CH:6][N:5]2[C:11]=1[CH3:13]. (3) Given the reactants [CH2:1]([O:8][C:9]1[CH:14]=[CH:13][C:12]([C:15](=[O:17])[CH3:16])=[CH:11][C:10]=1[O:18][CH3:19])[C:2]1[CH:7]=[CH:6][CH:5]=[CH:4][CH:3]=1.[N+:20]([O-])([OH:22])=[O:21].O, predict the reaction product. The product is: [CH2:1]([O:8][C:9]1[C:10]([O:18][CH3:19])=[CH:11][C:12]([C:15](=[O:17])[CH3:16])=[C:13]([N+:20]([O-:22])=[O:21])[CH:14]=1)[C:2]1[CH:3]=[CH:4][CH:5]=[CH:6][CH:7]=1.